Predict the reactants needed to synthesize the given product. From a dataset of Full USPTO retrosynthesis dataset with 1.9M reactions from patents (1976-2016). (1) Given the product [CH3:28][N:27]([CH3:29])[C:2]1[S:3][C:4]([CH:7]2[C:12]3[N:13]4[N:18]=[C:17]([CH3:19])[S:16][C:14]4=[N:15][C:11]=3[CH2:10][CH2:9][N:8]2[C:20]([O:22][C:23]([CH3:25])([CH3:26])[CH3:24])=[O:21])=[CH:5][N:6]=1, predict the reactants needed to synthesize it. The reactants are: Br[C:2]1[S:3][C:4]([CH:7]2[C:12]3[N:13]4[N:18]=[C:17]([CH3:19])[S:16][C:14]4=[N:15][C:11]=3[CH2:10][CH2:9][N:8]2[C:20]([O:22][C:23]([CH3:26])([CH3:25])[CH3:24])=[O:21])=[CH:5][N:6]=1.[NH:27]([CH3:29])[CH3:28].C([O-])([O-])=O.[K+].[K+]. (2) Given the product [CH3:1][O:2][C:3](=[O:29])/[CH:4]=[CH:5]/[C:6]1[CH:7]=[C:8]2[C:25](=[CH:26][CH:27]=1)[O:24][C:11]1([CH2:12][CH2:13][N:14]([CH2:17][C:43]3[N:44]=[C:40]([C:34]4[CH:39]=[CH:38][CH:37]=[CH:36][CH:35]=4)[S:41][CH:42]=3)[CH2:15][CH2:16]1)[CH2:10][C:9]2=[O:28], predict the reactants needed to synthesize it. The reactants are: [CH3:1][O:2][C:3](=[O:29])/[CH:4]=[CH:5]/[C:6]1[CH:7]=[C:8]2[C:25](=[CH:26][CH:27]=1)[O:24][C:11]1([CH2:16][CH2:15][N:14]([C:17](OC(C)(C)C)=O)[CH2:13][CH2:12]1)[CH2:10][C:9]2=[O:28].CC(O)=O.[C:34]1([C:40]2[S:41][CH:42]=[C:43](C=O)[N:44]=2)[CH:39]=[CH:38][CH:37]=[CH:36][CH:35]=1.[BH-](OC(C)=O)(OC(C)=O)OC(C)=O.[Na+]. (3) Given the product [F:21][C:22]1[CH:23]=[C:24]([CH2:28][C:29]([N:1]2[C:9]3[C:4](=[CH:5][C:6]([C:10]4[C:18]5[C:13](=[N:14][CH:15]=[N:16][C:17]=5[NH2:19])[N:12]([CH3:20])[N:11]=4)=[CH:7][CH:8]=3)[CH2:3][CH2:2]2)=[O:30])[CH:25]=[CH:26][CH:27]=1, predict the reactants needed to synthesize it. The reactants are: [NH:1]1[C:9]2[C:4](=[CH:5][C:6]([C:10]3[C:18]4[C:13](=[N:14][CH:15]=[N:16][C:17]=4[NH2:19])[N:12]([CH3:20])[N:11]=3)=[CH:7][CH:8]=2)[CH2:3][CH2:2]1.[F:21][C:22]1[CH:23]=[C:24]([CH2:28][C:29](O)=[O:30])[CH:25]=[CH:26][CH:27]=1.CN(C(ON1N=NC2C=CC=NC1=2)=[N+](C)C)C.F[P-](F)(F)(F)(F)F.CCN(C(C)C)C(C)C. (4) The reactants are: Cl.Cl.[CH3:3][O:4][C:5](=[O:31])[C@H:6]([N:24]1[CH2:28][CH2:27][C@H:26]([NH2:29])[C:25]1=[O:30])[CH2:7][C:8]1[CH:9]=[C:10]2[C:15](=[CH:16][C:17]=1[O:18][C:19]([F:22])([F:21])[F:20])[C:14]([NH2:23])=[N:13][CH:12]=[CH:11]2.C(N(C(C)C)CC)(C)C.[N:41]1([C:46]2[S:47][C:48]([S:51](Cl)(=[O:53])=[O:52])=[CH:49][N:50]=2)[CH2:45][CH2:44][CH2:43][CH2:42]1. Given the product [CH3:3][O:4][C:5](=[O:31])[C@H:6]([N:24]1[CH2:28][CH2:27][C@H:26]([NH:29][S:51]([C:48]2[S:47][C:46]([N:41]3[CH2:45][CH2:44][CH2:43][CH2:42]3)=[N:50][CH:49]=2)(=[O:53])=[O:52])[C:25]1=[O:30])[CH2:7][C:8]1[CH:9]=[C:10]2[C:15](=[CH:16][C:17]=1[O:18][C:19]([F:21])([F:22])[F:20])[C:14]([NH2:23])=[N:13][CH:12]=[CH:11]2, predict the reactants needed to synthesize it. (5) Given the product [Cl:1][C:2]1[CH:3]=[C:4]2[C:8](=[CH:9][CH:10]=1)[NH:7][C:6]([C:11]([N:13]1[CH2:18][CH2:17][N:16]([CH3:20])[CH:15]([CH3:19])[CH2:14]1)=[O:12])=[CH:5]2, predict the reactants needed to synthesize it. The reactants are: [Cl:1][C:2]1[CH:3]=[C:4]2[C:8](=[CH:9][CH:10]=1)[NH:7][C:6]([C:11]([N:13]1[CH2:18][CH2:17][NH:16][CH:15]([CH3:19])[CH2:14]1)=[O:12])=[CH:5]2.[CH2:20]=O.[Na]. (6) Given the product [NH2:8][C:9]([CH3:27])([CH3:26])[CH2:10][CH2:11][N:12]1[C:16]2[CH:17]=[CH:18][C:19]([C:21]([O:23][CH3:24])=[O:22])=[CH:20][C:15]=2[NH:14][C:13]1=[O:25], predict the reactants needed to synthesize it. The reactants are: C(OC([NH:8][C:9]([CH3:27])([CH3:26])[CH2:10][CH2:11][N:12]1[C:16]2[CH:17]=[CH:18][C:19]([C:21]([O:23][CH3:24])=[O:22])=[CH:20][C:15]=2[NH:14][C:13]1=[O:25])=O)(C)(C)C.FC(F)(F)C(O)=O. (7) The reactants are: F[C:2]1[CH:3]=[C:4]2[C:9](=[CH:10][C:11]=1[N+:12]([O-:14])=[O:13])[NH:8][C:7](=[O:15])[N:6]([NH:16][S:17]([CH3:20])(=[O:19])=[O:18])[C:5]2=[O:21].[CH3:22][C:23]1[NH:24][CH:25]=[CH:26][N:27]=1. Given the product [CH3:22][C:23]1[N:24]([C:2]2[CH:3]=[C:4]3[C:9](=[CH:10][C:11]=2[N+:12]([O-:14])=[O:13])[NH:8][C:7](=[O:15])[N:6]([NH:16][S:17]([CH3:20])(=[O:19])=[O:18])[C:5]3=[O:21])[CH:25]=[CH:26][N:27]=1, predict the reactants needed to synthesize it.